This data is from Forward reaction prediction with 1.9M reactions from USPTO patents (1976-2016). The task is: Predict the product of the given reaction. (1) Given the reactants O.[OH-].[Li+].C[O:5][C:6](=[O:34])[CH2:7][CH:8]([N:13]1[C:17]2[CH:18]=[CH:19][CH:20]=[CH:21][C:16]=2[N:15]([CH2:22][C:23]2[C:24]3[C:31]([CH3:32])=[CH:30][CH:29]=[CH:28][C:25]=3[S:26][CH:27]=2)[C:14]1=[O:33])[CH2:9][C:10]([OH:12])=[O:11].Cl, predict the reaction product. The product is: [CH3:32][C:31]1[C:24]2[C:23]([CH2:22][N:15]3[C:16]4[CH:21]=[CH:20][CH:19]=[CH:18][C:17]=4[N:13]([CH:8]([CH2:9][C:10]([OH:12])=[O:11])[CH2:7][C:6]([OH:34])=[O:5])[C:14]3=[O:33])=[CH:27][S:26][C:25]=2[CH:28]=[CH:29][CH:30]=1. (2) Given the reactants C(N(C(C)C)CC)(C)C.CCCP1(OP(CCC)(=O)OP(CCC)(=O)O1)=O.[Cl:28][C:29]1[CH:34]=[CH:33][C:32]([C:35]2[N:36]=[C:37]3[CH:42]=[CH:41][C:40]([C:43]([O-:45])=O)=[CH:39][N:38]3[C:46]=2[CH2:47][OH:48])=[CH:31][CH:30]=1.[Na+].[NH2:50][CH2:51][CH2:52][CH2:53][OH:54], predict the reaction product. The product is: [Cl:28][C:29]1[CH:34]=[CH:33][C:32]([C:35]2[N:36]=[C:37]3[CH:42]=[CH:41][C:40]([C:43]([NH:50][CH2:51][CH2:52][CH2:53][OH:54])=[O:45])=[CH:39][N:38]3[C:46]=2[CH2:47][OH:48])=[CH:31][CH:30]=1.